From a dataset of Full USPTO retrosynthesis dataset with 1.9M reactions from patents (1976-2016). Predict the reactants needed to synthesize the given product. (1) Given the product [NH2:63][C@@H:64]([CH2:65][CH:66]([CH3:68])[CH3:67])[C:69]([O:1][C@@H:2]1[C:10]2[C:5](=[CH:6][CH:7]=[CH:8][CH:9]=2)[CH2:4][C@@:3]1([CH2:20][C:21]1[CH:30]=[CH:29][C:24]([C:25]([O:27][CH3:28])=[O:26])=[CH:23][CH:22]=1)[C:11]1[CH2:12][C:13]2[C:18]([CH:19]=1)=[CH:17][CH:16]=[CH:15][CH:14]=2)=[O:70], predict the reactants needed to synthesize it. The reactants are: [OH:1][C@@H:2]1[C:10]2[C:5](=[CH:6][CH:7]=[CH:8][CH:9]=2)[CH2:4][C@@:3]1([CH2:20][C:21]1[CH:30]=[CH:29][C:24]([C:25]([O:27][CH3:28])=[O:26])=[CH:23][CH:22]=1)[C:11]1[CH2:12][C:13]2[C:18]([CH:19]=1)=[CH:17][CH:16]=[CH:15][CH:14]=2.C1CCC(N=C=NC2CCCCC2)CC1.C([NH:63][C@H:64]([C:69](O)=[O:70])[CH2:65][CH:66]([CH3:68])[CH3:67])(OCC1C2C(=CC=CC=2)C2C1=CC=CC=2)=O. (2) Given the product [CH3:20][C:17]1[CH:18]=[CH:19][C:12]([NH:11][C:2]2[CH:7]=[CH:6][CH:5]=[CH:4][C:3]=2[N+:8]([O-:10])=[O:9])=[C:13]([CH:16]=1)[C:14]#[N:15], predict the reactants needed to synthesize it. The reactants are: F[C:2]1[CH:7]=[CH:6][CH:5]=[CH:4][C:3]=1[N+:8]([O-:10])=[O:9].[NH2:11][C:12]1[CH:19]=[CH:18][C:17]([CH3:20])=[CH:16][C:13]=1[C:14]#[N:15].O.[OH-].[Li+]. (3) Given the product [CH3:18][C:10]1[CH:11]=[C:12]([CH:13]=[CH:14][C:9]=1[O:8][C:5]1[CH:4]=[N:3][C:2]([CH3:1])=[CH:7][CH:6]=1)[NH2:15], predict the reactants needed to synthesize it. The reactants are: [CH3:1][C:2]1[CH:7]=[CH:6][C:5]([O:8][C:9]2[CH:14]=[CH:13][C:12]([N+:15]([O-])=O)=[CH:11][C:10]=2[CH3:18])=[CH:4][N:3]=1.